This data is from Aqueous solubility values for 9,982 compounds from the AqSolDB database. The task is: Regression/Classification. Given a drug SMILES string, predict its absorption, distribution, metabolism, or excretion properties. Task type varies by dataset: regression for continuous measurements (e.g., permeability, clearance, half-life) or binary classification for categorical outcomes (e.g., BBB penetration, CYP inhibition). For this dataset (solubility_aqsoldb), we predict Y. (1) The drug is O=c1[nH]c(=O)n(C2CC(O)C(CO)O2)cc1I. The Y is -2.25 log mol/L. (2) The compound is Cc1ncc([N+](=O)[O-])n1CCO. The Y is -1.21 log mol/L.